This data is from Choline transporter screen with 302,306 compounds. The task is: Binary Classification. Given a drug SMILES string, predict its activity (active/inactive) in a high-throughput screening assay against a specified biological target. The molecule is OCCC1N(CCN(CC2CC2)C1)Cc1cc(OC)cc(OC)c1. The result is 0 (inactive).